Dataset: Forward reaction prediction with 1.9M reactions from USPTO patents (1976-2016). Task: Predict the product of the given reaction. (1) Given the reactants [Br:1]N1C(=O)CCC1=O.CSC.[F:12][C:13]([F:28])([F:27])[C:14]1[CH:15]=[C:16]([C@H:24](O)[CH3:25])[CH:17]=[C:18]([C:20]([F:23])([F:22])[F:21])[CH:19]=1.CCCCCC, predict the reaction product. The product is: [Br:1][C@H:24]([C:16]1[CH:15]=[C:14]([C:13]([F:28])([F:27])[F:12])[CH:19]=[C:18]([C:20]([F:23])([F:22])[F:21])[CH:17]=1)[CH3:25]. (2) Given the reactants [N:1]1([C:7]([O:9][C:10]([CH3:13])([CH3:12])[CH3:11])=[O:8])[CH2:6][CH2:5][NH:4][CH2:3][CH2:2]1.C(N(CC)CC)C.[CH2:21]([O:25][C:26](Cl)=[O:27])[CH2:22][CH2:23][CH3:24], predict the reaction product. The product is: [C:10]([O:9][C:7]([N:1]1[CH2:6][CH2:5][N:4]([C:26]([O:25][CH2:21][CH2:22][CH2:23][CH3:24])=[O:27])[CH2:3][CH2:2]1)=[O:8])([CH3:13])([CH3:12])[CH3:11]. (3) Given the reactants [OH:1][C:2]([C:36]1[CH:41]=[CH:40][CH:39]=[CH:38][CH:37]=1)([C:30]1[CH:35]=[CH:34][CH:33]=[CH:32][CH:31]=1)[CH:3]1[CH2:8][CH2:7][N:6]([CH2:9][CH2:10][CH2:11][C:12]([C:17]2[CH:22]=[CH:21][C:20]([C:23]([CH3:29])([CH3:28])[C:24]([O:26]C)=[O:25])=[CH:19][CH:18]=2)([O:15][CH3:16])[O:13][CH3:14])[CH2:5][CH2:4]1.[OH-].[Na+].C(O)(=O)C, predict the reaction product. The product is: [OH:1][C:2]([C:36]1[CH:37]=[CH:38][CH:39]=[CH:40][CH:41]=1)([C:30]1[CH:31]=[CH:32][CH:33]=[CH:34][CH:35]=1)[CH:3]1[CH2:4][CH2:5][N:6]([CH2:9][CH2:10][CH2:11][C:12]([C:17]2[CH:18]=[CH:19][C:20]([C:23]([CH3:29])([CH3:28])[C:24]([OH:26])=[O:25])=[CH:21][CH:22]=2)([O:13][CH3:14])[O:15][CH3:16])[CH2:7][CH2:8]1. (4) The product is: [C:1]1([C:7](=[N:14][C:15]2[N:20]3[CH:21]=[C:22]([CH:24]=[O:25])[N:23]=[C:19]3[CH:18]=[CH:17][CH:16]=2)[C:8]2[CH:13]=[CH:12][CH:11]=[CH:10][CH:9]=2)[CH:6]=[CH:5][CH:4]=[CH:3][CH:2]=1. Given the reactants [C:1]1([C:7](=[N:14][C:15]2[N:20]3[CH:21]=[C:22]([CH2:24][OH:25])[N:23]=[C:19]3[CH:18]=[CH:17][CH:16]=2)[C:8]2[CH:13]=[CH:12][CH:11]=[CH:10][CH:9]=2)[CH:6]=[CH:5][CH:4]=[CH:3][CH:2]=1, predict the reaction product. (5) Given the reactants [C:1]([NH:5][CH2:6][C@@H:7]1[O:11][C:10](=[O:12])[N:9]([C:13]2[CH:18]=[CH:17][C:16]([N:19]3[CH2:24][CH2:23][O:22][CH2:21][C:20]3=[O:25])=[CH:15][CH:14]=2)[CH2:8]1)([CH3:4])([CH3:3])[CH3:2].CCN(CC)CC.[Cl:33][C:34]1[S:38][C:37]([C:39](Cl)=[O:40])=[CH:36][CH:35]=1, predict the reaction product. The product is: [Cl:33][C:34]1[S:38][C:37]([C:39]([N:5]([C:1]([CH3:4])([CH3:2])[CH3:3])[CH2:6][C@@H:7]2[O:11][C:10](=[O:12])[N:9]([C:13]3[CH:14]=[CH:15][C:16]([N:19]4[CH2:24][CH2:23][O:22][CH2:21][C:20]4=[O:25])=[CH:17][CH:18]=3)[CH2:8]2)=[O:40])=[CH:36][CH:35]=1.